This data is from NCI-60 drug combinations with 297,098 pairs across 59 cell lines. The task is: Regression. Given two drug SMILES strings and cell line genomic features, predict the synergy score measuring deviation from expected non-interaction effect. (1) Drug 1: C1=CC(=CC=C1CCC2=CNC3=C2C(=O)NC(=N3)N)C(=O)NC(CCC(=O)O)C(=O)O. Drug 2: C1CCC(CC1)NC(=O)N(CCCl)N=O. Cell line: HCT116. Synergy scores: CSS=31.6, Synergy_ZIP=-3.59, Synergy_Bliss=-9.00, Synergy_Loewe=-8.97, Synergy_HSA=-4.10. (2) Synergy scores: CSS=29.1, Synergy_ZIP=-5.99, Synergy_Bliss=-2.03, Synergy_Loewe=-2.33, Synergy_HSA=0.976. Drug 1: C1CN(CCN1C(=O)CCBr)C(=O)CCBr. Cell line: SF-295. Drug 2: C1=NNC2=C1C(=O)NC=N2. (3) Drug 1: C1=CN(C(=O)N=C1N)C2C(C(C(O2)CO)O)O.Cl. Drug 2: C(=O)(N)NO. Cell line: SNB-19. Synergy scores: CSS=26.2, Synergy_ZIP=-0.776, Synergy_Bliss=-0.835, Synergy_Loewe=-22.9, Synergy_HSA=0.444.